This data is from CYP2C19 inhibition data for predicting drug metabolism from PubChem BioAssay. The task is: Regression/Classification. Given a drug SMILES string, predict its absorption, distribution, metabolism, or excretion properties. Task type varies by dataset: regression for continuous measurements (e.g., permeability, clearance, half-life) or binary classification for categorical outcomes (e.g., BBB penetration, CYP inhibition). Dataset: cyp2c19_veith. (1) The drug is O=S(=O)(c1ccccc1)c1cnn2c(C(F)(F)F)cc(-c3ccc(F)cc3)nc12. The result is 0 (non-inhibitor). (2) The drug is O=c1c2ccccc2sc2c(CO)ccc(NCCN3CCCCC3)c12. The result is 0 (non-inhibitor). (3) The molecule is COC(=O)c1ccc(NC(=O)Cn2nc(-c3ccncc3)nc2SCC(=O)Nc2nccs2)cc1. The result is 1 (inhibitor).